This data is from Forward reaction prediction with 1.9M reactions from USPTO patents (1976-2016). The task is: Predict the product of the given reaction. (1) Given the reactants Cl.[F:2][C:3]([F:13])([F:12])[C:4]1[CH:9]=[CH:8][N:7]=[CH:6][C:5]=1[CH2:10][NH2:11].CCN(C(C)C)C(C)C.Cl[C:24]1[N:29]=[C:28]([Cl:30])[C:27]([C:31]#[N:32])=[CH:26][N:25]=1, predict the reaction product. The product is: [Cl:30][C:28]1[C:27]([C:31]#[N:32])=[CH:26][N:25]=[C:24]([NH:11][CH2:10][C:5]2[CH:6]=[N:7][CH:8]=[CH:9][C:4]=2[C:3]([F:12])([F:2])[F:13])[N:29]=1. (2) Given the reactants [NH:1]1[CH2:6][CH2:5][CH2:4][CH2:3][CH2:2]1.Br[CH:8]([OH:11])[CH2:9][CH3:10], predict the reaction product. The product is: [NH:1]1[CH2:6][CH2:5][CH2:4][CH:3]([CH2:10][CH2:9][CH2:8][OH:11])[CH2:2]1. (3) Given the reactants C([N:14]1[CH2:17][C:16]([C:19]2[CH:24]=[CH:23][C:22]([C:25]3[CH2:29][C:28]([C:34]4[CH:39]=[C:38]([Cl:40])[C:37]([Cl:41])=[C:36]([Cl:42])[CH:35]=4)([C:30]([F:33])([F:32])[F:31])[O:27][N:26]=3)=[CH:21][C:20]=2[Br:43])([F:18])[CH2:15]1)(C1C=CC=CC=1)C1C=CC=CC=1.ClC(OC(Cl)C)=O, predict the reaction product. The product is: [Br:43][C:20]1[CH:21]=[C:22]([C:25]2[CH2:29][C:28]([C:34]3[CH:39]=[C:38]([Cl:40])[C:37]([Cl:41])=[C:36]([Cl:42])[CH:35]=3)([C:30]([F:33])([F:31])[F:32])[O:27][N:26]=2)[CH:23]=[CH:24][C:19]=1[C:16]1([F:18])[CH2:17][NH:14][CH2:15]1. (4) Given the reactants [CH2:1]=[CH:2][C:3]1[CH:8]=[CH:7][CH:6]=[CH:5][CH:4]=1.[CH:9]([C:11]1[CH:16]=[CH:15][C:14]([S:17]([OH:20])(=[O:19])=[O:18])=[CH:13][CH:12]=1)=[CH2:10].N(C(C)(CC(C)C)C#N)=NC(C)(CC(C)C)C#N, predict the reaction product. The product is: [CH2:1]=[CH:2][C:3]1[CH:8]=[CH:7][CH:6]=[CH:5][CH:4]=1.[CH:3]1([O:19][S:17]([C:14]2[CH:13]=[CH:12][C:11]([CH:9]=[CH2:10])=[CH:16][CH:15]=2)(=[O:20])=[O:18])[CH2:8][CH2:7][CH2:6][CH2:5][CH2:4]1. (5) Given the reactants C(OC([N:8]1[CH2:13][CH2:12][CH:11]([C:14]2[S:18]/[C:17](=[N:19]\[S:20]([C:23]3[CH:31]=[CH:30][CH:29]=[CH:28][C:24]=3[C:25]([OH:27])=[O:26])(=[O:22])=[O:21])/[N:16]([CH2:32][C:33]3[C:42]4[C:37](=[CH:38][CH:39]=[CH:40][CH:41]=4)[CH:36]=[CH:35][CH:34]=3)[CH:15]=2)[CH2:10][CH2:9]1)=O)(C)(C)C.[ClH:43].O1CCOCC1, predict the reaction product. The product is: [ClH:43].[C:33]1([CH2:32][N:16]2[CH:15]=[C:14]([CH:11]3[CH2:12][CH2:13][NH:8][CH2:9][CH2:10]3)[S:18]/[C:17]/2=[N:19]\[S:20]([C:23]2[CH:31]=[CH:30][CH:29]=[CH:28][C:24]=2[C:25]([OH:27])=[O:26])(=[O:22])=[O:21])[C:42]2[C:37](=[CH:38][CH:39]=[CH:40][CH:41]=2)[CH:36]=[CH:35][CH:34]=1.